This data is from Full USPTO retrosynthesis dataset with 1.9M reactions from patents (1976-2016). The task is: Predict the reactants needed to synthesize the given product. (1) The reactants are: [Cl:1][C:2]1[CH:8]=[CH:7][C:5]([NH2:6])=[C:4]([F:9])[CH:3]=1.C(N(CC)CC)C.[C:17](Cl)(=[O:22])[C:18]([CH3:21])([CH3:20])[CH3:19].Cl. Given the product [Cl:1][C:2]1[CH:8]=[CH:7][C:5]([NH:6][C:17](=[O:22])[C:18]([CH3:21])([CH3:20])[CH3:19])=[C:4]([F:9])[CH:3]=1, predict the reactants needed to synthesize it. (2) Given the product [CH2:1]([O:8][CH2:9][CH2:10][O:11][CH2:12][CH:13]1[CH:22]([S:44]([C:34]2[CH:33]=[CH:38][C:37]([Cl:39])=[CH:36][CH:35]=2)(=[O:48])=[O:46])[C:21]2[C:16](=[C:17]([F:32])[CH:18]=[CH:19][C:20]=2[F:31])[O:15][CH2:14]1)[C:2]1[CH:3]=[CH:4][CH:5]=[CH:6][CH:7]=1, predict the reactants needed to synthesize it. The reactants are: [CH2:1]([O:8][CH2:9][CH2:10][O:11][CH2:12][CH:13]1[CH:22](SC2C=CC(Cl)=CC=2)[C:21]2[C:16](=[C:17]([F:32])[CH:18]=[CH:19][C:20]=2[F:31])[O:15][CH2:14]1)[C:2]1[CH:7]=[CH:6][CH:5]=[CH:4][CH:3]=1.[CH:33]1[CH:38]=[C:37]([Cl:39])[CH:36]=[C:35](C(OO)=O)[CH:34]=1.[S:44]([O-:48])([O-])(=[O:46])=S.[Na+].[Na+].